Dataset: Forward reaction prediction with 1.9M reactions from USPTO patents (1976-2016). Task: Predict the product of the given reaction. (1) Given the reactants [NH:1]([C:7]([O:9][C:10]([CH3:13])([CH3:12])[CH3:11])=[O:8])[C@H:2]([C:4]([OH:6])=[O:5])[CH3:3].[F:14][C:15]1[CH:20]=[CH:19][C:18]([CH2:21]O)=[CH:17][CH:16]=1.C(N(CC)CC)C.C(Cl)CCl, predict the reaction product. The product is: [C:10]([O:9][C:7]([NH:1][C@H:2]([CH3:3])[C:4]([O:6][CH2:21][C:18]1[CH:19]=[CH:20][C:15]([F:14])=[CH:16][CH:17]=1)=[O:5])=[O:8])([CH3:12])([CH3:11])[CH3:13]. (2) Given the reactants I[C:2]1[CH:3]=[CH:4][C:5]2[N:6]([CH:8]=[C:9]([NH:11][C:12]([C:14]3[CH:19]=[CH:18][C:17]([C:20]([CH3:26])([CH3:25])[C:21]([O:23]C)=[O:22])=[CH:16][CH:15]=3)=[O:13])[N:10]=2)[CH:7]=1.[NH:27]1[CH:31]=[CH:30][N:29]=[CH:28]1.C(=O)([O-])[O-].[K+].[K+], predict the reaction product. The product is: [N:27]1([C:2]2[CH:3]=[CH:4][C:5]3[N:6]([CH:8]=[C:9]([NH:11][C:12]([C:14]4[CH:19]=[CH:18][C:17]([C:20]([CH3:25])([CH3:26])[C:21]([OH:23])=[O:22])=[CH:16][CH:15]=4)=[O:13])[N:10]=3)[CH:7]=2)[CH:31]=[CH:30][N:29]=[CH:28]1. (3) Given the reactants [H-].[H-].[H-].[H-].[Li+].[Al+3].[SH:7][C:8]1[N:9]=[C:10]([CH3:18])[S:11][C:12]=1[C:13](OCC)=[O:14], predict the reaction product. The product is: [SH:7][C:8]1[N:9]=[C:10]([CH3:18])[S:11][C:12]=1[CH2:13][OH:14]. (4) Given the reactants [O:1]1[CH2:6][CH2:5][CH2:4][CH2:3][CH:2]1[N:7]1[C:15]2[C:10](=[CH:11][C:12]([CH2:16][CH2:17][C:18]([O:20]CC)=O)=[CH:13][CH:14]=2)[CH:9]=[N:8]1.O.[NH2:24][NH2:25], predict the reaction product. The product is: [O:1]1[CH2:6][CH2:5][CH2:4][CH2:3][CH:2]1[N:7]1[C:15]2[C:10](=[CH:11][C:12]([CH2:16][CH2:17][C:18]([NH:24][NH2:25])=[O:20])=[CH:13][CH:14]=2)[CH:9]=[N:8]1. (5) Given the reactants [CH3:1][CH:2]1[NH:6][CH2:5][C:4]([C:8]2[CH:13]=[CH:12][CH:11]=[CH:10][CH:9]=2)([OH:7])[CH2:3]1.C(N(CC)CC)C.[CH3:21][O:22][C:23]1[CH:28]=[CH:27][C:26]([C:29]2[NH:33][N:32]=[CH:31][C:30]=2[C:34](O)=[O:35])=[CH:25][CH:24]=1.CCCP1(OP(CCC)(=O)OP(CCC)(=O)O1)=O, predict the reaction product. The product is: [CH3:21][O:22][C:23]1[CH:24]=[CH:25][C:26]([C:29]2[NH:33][N:32]=[CH:31][C:30]=2[C:34]([N:6]2[CH:2]([CH3:1])[CH2:3][C:4]([C:8]3[CH:13]=[CH:12][CH:11]=[CH:10][CH:9]=3)([OH:7])[CH2:5]2)=[O:35])=[CH:27][CH:28]=1.